This data is from Peptide-MHC class I binding affinity with 185,985 pairs from IEDB/IMGT. The task is: Regression. Given a peptide amino acid sequence and an MHC pseudo amino acid sequence, predict their binding affinity value. This is MHC class I binding data. The MHC is Patr-B0101 with pseudo-sequence Patr-B0101. The peptide sequence is LTNSVIIMAY. The binding affinity (normalized) is 0.